This data is from Peptide-MHC class II binding affinity with 134,281 pairs from IEDB. The task is: Regression. Given a peptide amino acid sequence and an MHC pseudo amino acid sequence, predict their binding affinity value. This is MHC class II binding data. (1) The peptide sequence is PTLAFPAGVCPTIGV. The MHC is HLA-DQA10301-DQB10302 with pseudo-sequence HLA-DQA10301-DQB10302. The binding affinity (normalized) is 0.271. (2) The peptide sequence is TPFPHRKGVLFNIQY. The MHC is DRB1_0401 with pseudo-sequence DRB1_0401. The binding affinity (normalized) is 0.203. (3) The peptide sequence is AARLFKAFILDGDKL. The MHC is DRB5_0101 with pseudo-sequence DRB5_0101. The binding affinity (normalized) is 0.626. (4) The peptide sequence is IHSLRRLYPSVFEKH. The MHC is DRB5_0101 with pseudo-sequence DRB5_0101. The binding affinity (normalized) is 0.695. (5) The peptide sequence is SNEIKIVATPDGGSI. The MHC is DRB1_0301 with pseudo-sequence DRB1_0301. The binding affinity (normalized) is 0. (6) The peptide sequence is VDPTDYFRNEQSIPP. The MHC is DRB1_1101 with pseudo-sequence DRB1_1101. The binding affinity (normalized) is 0.224. (7) The peptide sequence is KKLALSLASVAMCRTPF. The MHC is HLA-DQA10102-DQB10501 with pseudo-sequence HLA-DQA10102-DQB10501. The binding affinity (normalized) is 0.778. (8) The MHC is DRB1_0101 with pseudo-sequence DRB1_0101. The binding affinity (normalized) is 0.728. The peptide sequence is GGSILKISNKFHTKG. (9) The MHC is HLA-DQA10101-DQB10501 with pseudo-sequence HLA-DQA10101-DQB10501. The binding affinity (normalized) is 0. The peptide sequence is AVFEAALTKAITAMT.